Dataset: Peptide-MHC class II binding affinity with 134,281 pairs from IEDB. Task: Regression. Given a peptide amino acid sequence and an MHC pseudo amino acid sequence, predict their binding affinity value. This is MHC class II binding data. (1) The peptide sequence is EKKYFDATQFEPLAA. The MHC is HLA-DPA10201-DPB10101 with pseudo-sequence HLA-DPA10201-DPB10101. The binding affinity (normalized) is 0.773. (2) The peptide sequence is CGSTDEYCSPDHNCQ. The MHC is DRB1_0802 with pseudo-sequence DRB1_0802. The binding affinity (normalized) is 0.0640. (3) The peptide sequence is SQDLEDSWNLNGLQAY. The MHC is HLA-DQA10101-DQB10501 with pseudo-sequence HLA-DQA10101-DQB10501. The binding affinity (normalized) is 0.543. (4) The peptide sequence is GGRLAFQEFMIVPCE. The MHC is DRB1_0404 with pseudo-sequence DRB1_0404. The binding affinity (normalized) is 0.430. (5) The peptide sequence is TVDFSLDPTFTIETITLPQD. The MHC is DRB1_0401 with pseudo-sequence DRB1_0401. The binding affinity (normalized) is 0.634.